Dataset: Full USPTO retrosynthesis dataset with 1.9M reactions from patents (1976-2016). Task: Predict the reactants needed to synthesize the given product. (1) Given the product [CH3:1][C:2]1[C:9]([N+:10]([O-:12])=[O:11])=[CH:8][CH:7]=[CH:6][C:3]=1[CH2:4][N:13]=[N+:14]=[N-:15], predict the reactants needed to synthesize it. The reactants are: [CH3:1][C:2]1[C:9]([N+:10]([O-:12])=[O:11])=[CH:8][CH:7]=[CH:6][C:3]=1[CH2:4]Cl.[N-:13]=[N+:14]=[N-:15].[Na+].C(O)C. (2) Given the product [CH3:1][O:2][C:3]1[S:4][C:5]([C:13]2[CH:12]=[CH:11][S:10][C:9]=2[C:5]2[S:4][C:3]([O:2][CH3:1])=[CH:7][CH:6]=2)=[CH:6][CH:7]=1, predict the reactants needed to synthesize it. The reactants are: [CH3:1][O:2][C:3]1[S:4][CH:5]=[CH:6][CH:7]=1.Br[C:9]1[S:10][C:11](Br)=[CH:12][CH:13]=1.